From a dataset of Forward reaction prediction with 1.9M reactions from USPTO patents (1976-2016). Predict the product of the given reaction. (1) Given the reactants [CH2:1]([N:8]1[CH2:13][CH2:12][CH:11]([NH:14][NH2:15])[CH2:10][CH2:9]1)[C:2]1[CH:7]=[CH:6][CH:5]=[CH:4][CH:3]=1, predict the reaction product. The product is: [NH3:8].[CH2:1]([N:8]1[CH2:9][CH2:10][CH:11]([N:14]2[C:3]([CH:2]([CH3:7])[CH3:1])=[CH:4][C:5]([CH3:6])=[N:15]2)[CH2:12][CH2:13]1)[C:2]1[CH:3]=[CH:4][CH:5]=[CH:6][CH:7]=1. (2) Given the reactants [Cl:1][C:2]1[CH:3]=[C:4]([CH:9]=[C:10]([C:13]([F:16])([F:15])[F:14])[C:11]=1I)[C:5]([O:7][CH3:8])=[O:6].C([Mg]Br)(C)C.C1C[O:25][CH2:24]C1.C(N1CCOCC1)=O.[BH4-].[Na+].Cl, predict the reaction product. The product is: [Cl:1][C:2]1[CH:3]=[C:4]([CH:9]=[C:10]([C:13]([F:16])([F:15])[F:14])[C:11]=1[CH2:24][OH:25])[C:5]([O:7][CH3:8])=[O:6]. (3) Given the reactants [CH2:1]([O:8][C:9]1[CH:10]=[C:11]([OH:15])[CH:12]=[CH:13][CH:14]=1)[C:2]1[CH:7]=[CH:6][CH:5]=[CH:4][CH:3]=1.C(N(C(C)C)CC)(C)C.[Cl:25][C:26]1[CH:31]=[CH:30][CH:29]=[CH:28][C:27]=1[S:32](Cl)(=[O:34])=[O:33], predict the reaction product. The product is: [CH2:1]([O:8][C:9]1[CH:10]=[C:11]([O:15][S:32]([C:27]2[CH:28]=[CH:29][CH:30]=[CH:31][C:26]=2[Cl:25])(=[O:34])=[O:33])[CH:12]=[CH:13][CH:14]=1)[C:2]1[CH:3]=[CH:4][CH:5]=[CH:6][CH:7]=1. (4) The product is: [F:1][C:2]1[CH:3]=[C:4]([CH:15]=[CH:16][CH:17]=1)[CH2:5][O:6][C:7]1[CH:12]=[CH:11][C:10]([CH2:13][O:14][CH2:21][C:22]([NH2:24])=[O:23])=[CH:9][CH:8]=1. Given the reactants [F:1][C:2]1[CH:3]=[C:4]([CH:15]=[CH:16][CH:17]=1)[CH2:5][O:6][C:7]1[CH:12]=[CH:11][C:10]([CH2:13][OH:14])=[CH:9][CH:8]=1.[H-].[Na+].Cl[CH2:21][C:22]([NH2:24])=[O:23].O, predict the reaction product. (5) Given the reactants [OH:1][C:2]1[CH:7]=[CH:6][C:5](/[CH:8]=[CH:9]/[C:10](=[O:25])[CH2:11][C:12](=[O:24])/[CH:13]=[CH:14]/[C:15]2[CH:20]=[CH:19][CH:18]=[CH:17][C:16]=2[N+:21]([O-])=O)=[CH:4][CH:3]=1.[Sn](Cl)Cl, predict the reaction product. The product is: [NH2:21][C:16]1[CH:17]=[CH:18][CH:19]=[CH:20][C:15]=1/[CH:14]=[CH:13]/[C:12](=[O:24])[CH2:11][C:10](=[O:25])/[CH:9]=[CH:8]/[C:5]1[CH:4]=[CH:3][C:2]([OH:1])=[CH:7][CH:6]=1. (6) Given the reactants [H-].C([Al+]CC(C)C)C(C)C.[Si:11]([O:18][C@@H:19]([CH3:25])[C:20](OCC)=[O:21])([C:14]([CH3:17])([CH3:16])[CH3:15])([CH3:13])[CH3:12], predict the reaction product. The product is: [Si:11]([O:18][C@@H:19]([CH3:25])[CH2:20][OH:21])([C:14]([CH3:17])([CH3:16])[CH3:15])([CH3:13])[CH3:12]. (7) The product is: [CH3:1][CH:2]([C@@:4]12[C@H:19]([F:33])[C@:18]34[O:21][C@H:17]3[CH2:16][C@@H:15]3[C@:10]([CH3:26])([CH2:11][CH2:12][C:13]5[C:24](=[O:25])[O:23][CH2:22][C:14]=53)[C@:8]34[O:9][C@H:7]3[C@@H:5]1[O:6]2)[CH3:3]. Given the reactants [CH3:1][CH:2]([C@@:4]12[C@@H:19](O)[C@:18]34[O:21][C@H:17]3[CH2:16][C@@H:15]3[C@:10]([CH3:26])([CH2:11][CH2:12][C:13]5[C:24](=[O:25])[O:23][CH2:22][C:14]=53)[C@:8]34[O:9][C@H:7]3[C@@H:5]1[O:6]2)[CH3:3].C(N(S(F)(F)[F:33])CC)C.C([O-])(O)=O.[Na+], predict the reaction product. (8) Given the reactants [CH2:1]([O:3][C:4](=[O:18])[CH2:5][C:6]([C:8]1[CH:13]=[CH:12][C:11]([F:14])=[C:10]([O:15][CH3:16])[C:9]=1[F:17])=[O:7])[CH3:2].CO[CH:21](OC)[N:22]([CH3:24])C.[CH:27]1(N)C[CH2:28]1.S(=O)(=O)(O)O, predict the reaction product. The product is: [CH2:1]([O:3][C:4](=[O:18])[C:5]([C:6](=[O:7])[C:8]1[CH:13]=[CH:12][C:11]([F:14])=[C:10]([O:15][CH3:16])[C:9]=1[F:17])=[CH:24][NH:22][CH:21]1[CH2:28][CH2:27]1)[CH3:2]. (9) The product is: [CH3:33][O:34][CH2:35][C:36]([N:1]1[CH2:6][CH2:5][CH2:4][CH:3]([NH:7][C:8]([C:10]2[C:14]3[N:15]=[CH:16][N:17]=[C:18]([C:19]4[C:27]5[O:26][CH2:25][O:24][C:23]=5[CH:22]=[CH:21][C:20]=4[O:28][CH2:29][CH2:30][CH2:31][CH3:32])[C:13]=3[NH:12][CH:11]=2)=[O:9])[CH2:2]1)=[O:37]. Given the reactants [NH:1]1[CH2:6][CH2:5][CH2:4][CH:3]([NH:7][C:8]([C:10]2[C:14]3[N:15]=[CH:16][N:17]=[C:18]([C:19]4[C:27]5[O:26][CH2:25][O:24][C:23]=5[CH:22]=[CH:21][C:20]=4[O:28][CH2:29][CH2:30][CH2:31][CH3:32])[C:13]=3[NH:12][CH:11]=2)=[O:9])[CH2:2]1.[CH3:33][O:34][CH2:35][C:36](Cl)=[O:37], predict the reaction product.